This data is from Full USPTO retrosynthesis dataset with 1.9M reactions from patents (1976-2016). The task is: Predict the reactants needed to synthesize the given product. (1) The reactants are: Cl[C:2]1[C:7]([I:8])=[C:6]([C:9]([F:12])([F:11])[F:10])[N:5]=[C:4]([S:13][CH3:14])[N:3]=1.[C:15](#[N:18])CC. Given the product [C:15]([C:2]1[C:7]([I:8])=[C:6]([C:9]([F:12])([F:11])[F:10])[N:5]=[C:4]([S:13][CH3:14])[N:3]=1)#[N:18], predict the reactants needed to synthesize it. (2) Given the product [Br:14][CH2:2][CH2:3][CH:4]1[CH2:9][CH2:8][N:7]([C:10](=[O:12])[CH3:11])[CH2:6][CH2:5]1, predict the reactants needed to synthesize it. The reactants are: O[CH2:2][CH2:3][CH:4]1[CH2:9][CH2:8][N:7]([C:10](=[O:12])[CH3:11])[CH2:6][CH2:5]1.C(Br)(Br)(Br)[Br:14].C1(P(C2C=CC=CC=2)C2C=CC=CC=2)C=CC=CC=1.N1C=CN=C1.